Regression. Given two drug SMILES strings and cell line genomic features, predict the synergy score measuring deviation from expected non-interaction effect. From a dataset of NCI-60 drug combinations with 297,098 pairs across 59 cell lines. (1) Drug 1: COC1=CC(=CC(=C1O)OC)C2C3C(COC3=O)C(C4=CC5=C(C=C24)OCO5)OC6C(C(C7C(O6)COC(O7)C8=CC=CS8)O)O. Drug 2: C1=NC2=C(N=C(N=C2N1C3C(C(C(O3)CO)O)O)F)N. Cell line: SNB-19. Synergy scores: CSS=32.9, Synergy_ZIP=-6.30, Synergy_Bliss=-3.40, Synergy_Loewe=-12.4, Synergy_HSA=-1.56. (2) Drug 1: C1=NC(=NC(=O)N1C2C(C(C(O2)CO)O)O)N. Drug 2: CC12CCC3C(C1CCC2O)C(CC4=C3C=CC(=C4)O)CCCCCCCCCS(=O)CCCC(C(F)(F)F)(F)F. Cell line: A498. Synergy scores: CSS=1.69, Synergy_ZIP=6.10, Synergy_Bliss=1.81, Synergy_Loewe=0.576, Synergy_HSA=0.763. (3) Drug 1: CCC1(CC2CC(C3=C(CCN(C2)C1)C4=CC=CC=C4N3)(C5=C(C=C6C(=C5)C78CCN9C7C(C=CC9)(C(C(C8N6C=O)(C(=O)OC)O)OC(=O)C)CC)OC)C(=O)OC)O.OS(=O)(=O)O. Drug 2: CC(C)NC(=O)C1=CC=C(C=C1)CNNC.Cl. Cell line: MALME-3M. Synergy scores: CSS=31.6, Synergy_ZIP=3.02, Synergy_Bliss=4.92, Synergy_Loewe=-28.5, Synergy_HSA=2.44. (4) Drug 1: C1=NC2=C(N1)C(=S)N=C(N2)N. Synergy scores: CSS=38.6, Synergy_ZIP=-0.775, Synergy_Bliss=0.0501, Synergy_Loewe=-29.0, Synergy_HSA=-1.24. Cell line: SK-OV-3. Drug 2: CC(C)NC(=O)C1=CC=C(C=C1)CNNC.Cl. (5) Drug 1: C1CCN(CC1)CCOC2=CC=C(C=C2)C(=O)C3=C(SC4=C3C=CC(=C4)O)C5=CC=C(C=C5)O. Drug 2: CC1=CC=C(C=C1)C2=CC(=NN2C3=CC=C(C=C3)S(=O)(=O)N)C(F)(F)F. Cell line: TK-10. Synergy scores: CSS=7.96, Synergy_ZIP=0.547, Synergy_Bliss=5.62, Synergy_Loewe=2.25, Synergy_HSA=2.33. (6) Drug 1: C1CCC(C1)C(CC#N)N2C=C(C=N2)C3=C4C=CNC4=NC=N3. Drug 2: CCC1(CC2CC(C3=C(CCN(C2)C1)C4=CC=CC=C4N3)(C5=C(C=C6C(=C5)C78CCN9C7C(C=CC9)(C(C(C8N6C)(C(=O)OC)O)OC(=O)C)CC)OC)C(=O)OC)O.OS(=O)(=O)O. Cell line: HT29. Synergy scores: CSS=39.9, Synergy_ZIP=5.05, Synergy_Bliss=3.72, Synergy_Loewe=-56.6, Synergy_HSA=0.0523.